From a dataset of Reaction yield outcomes from USPTO patents with 853,638 reactions. Predict the reaction yield, written as a fraction of the theoretical maximum amount of product (1.0 means a 100% yield; for example, 0.34 means a 34% yield). (1) The yield is 0.670. The product is [CH3:1][O:3][C:4](=[O:14])[C:5]1[C:10]([O:16][CH3:15])=[CH:9][C:8]([O:19][CH3:18])=[N:7][C:6]=1[CH3:13]. No catalyst specified. The reactants are [CH2:1]([O:3][C:4](=[O:14])[C:5]1[C:10](Cl)=[CH:9][C:8](Cl)=[N:7][C:6]=1[CH3:13])C.[CH3:15][O-:16].[Na+].[CH3:18][OH:19]. (2) The reactants are P(Cl)(OCC)(OCC)=O.[CH3:10][CH:11]([C:14]1[C:23]2[O:22][CH2:21][C:20](=O)[NH:19][C:18]=2[CH:17]=[CH:16][CH:15]=1)[CH:12]=[CH2:13].CC(C)([O-])C.[K+].[N+:31]([CH2:33][C:34]([O:36][CH2:37][CH3:38])=[O:35])#[C-:32]. The catalyst is CN(C=O)C. The product is [CH3:10][CH:11]([C:14]1[C:23]2[O:22][CH2:21][C:20]3=[C:33]([C:34]([O:36][CH2:37][CH3:38])=[O:35])[N:31]=[CH:32][N:19]3[C:18]=2[CH:17]=[CH:16][CH:15]=1)[CH:12]=[CH2:13]. The yield is 0.250. (3) The reactants are [CH:1]([C:3]1[CH:20]=[CH:19][C:6]2/[C:7](=[CH:16]/[C:17]#[N:18])/[C:8]3[CH:15]=[CH:14][CH:13]=[CH:12][C:9]=3[CH2:10][CH2:11][C:5]=2[CH:4]=1)=[O:2].[CH2:21]([Mg]Br)[CH2:22][CH3:23]. No catalyst specified. The product is [OH:2][CH:1]([C:3]1[CH:20]=[CH:19][C:6]2/[C:7](=[CH:16]/[C:17]#[N:18])/[C:8]3[CH:15]=[CH:14][CH:13]=[CH:12][C:9]=3[CH2:10][CH2:11][C:5]=2[CH:4]=1)[CH2:21][CH2:22][CH3:23]. The yield is 0.640. (4) The reactants are Cl[C:2]1[N:9]=[CH:8][CH:7]=[C:6]([N:10]2[CH2:22][CH2:21][N:13]3[C:14]4[CH2:15][CH2:16][CH2:17][CH2:18][C:19]=4[CH:20]=[C:12]3[C:11]2=[O:23])[C:3]=1[CH:4]=[O:5].[CH3:24][N:25]1[CH:30]=[C:29](B2OC(C)(C)C(C)(C)O2)[CH:28]=[C:27]([NH:40][C:41]2[CH:46]=[CH:45][C:44]([N:47]3[CH2:52][CH2:51][N:50]([CH:53]4[CH2:56][O:55][CH2:54]4)[CH2:49][CH2:48]3)=[CH:43][N:42]=2)[C:26]1=[O:57]. The catalyst is [Pd].O1CCCC1. The product is [CH3:24][N:25]1[C:26](=[O:57])[C:27]([NH:40][C:41]2[CH:46]=[CH:45][C:44]([N:47]3[CH2:52][CH2:51][N:50]([CH:53]4[CH2:54][O:55][CH2:56]4)[CH2:49][CH2:48]3)=[CH:43][N:42]=2)=[CH:28][C:29]([C:2]2[N:9]=[CH:8][CH:7]=[C:6]([N:10]3[CH2:22][CH2:21][N:13]4[C:14]5[CH2:15][CH2:16][CH2:17][CH2:18][C:19]=5[CH:20]=[C:12]4[C:11]3=[O:23])[C:3]=2[CH:4]=[O:5])=[CH:30]1. The yield is 0.630.